This data is from Forward reaction prediction with 1.9M reactions from USPTO patents (1976-2016). The task is: Predict the product of the given reaction. (1) The product is: [C:1]([C:3]1[CH:4]=[CH:5][C:6]([C:7]2[O:8][C:11]([C@H:12]([NH:16][C:17]3[C:25]4[CH:24]=[CH:23][S:22][C:21]=4[C:20]([C:26]#[N:27])=[CH:19][CH:18]=3)[C@H:13]([OH:15])[CH3:14])=[N:10][N:9]=2)=[CH:29][CH:30]=1)#[N:2]. Given the reactants [C:1]([C:3]1[CH:30]=[CH:29][C:6]([C:7]([NH:9][NH:10][C:11](=O)[C@H:12]([NH:16][C:17]2[C:25]3[CH:24]=[CH:23][S:22][C:21]=3[C:20]([C:26]#[N:27])=[CH:19][CH:18]=2)[C@H:13]([OH:15])[CH3:14])=[O:8])=[CH:5][CH:4]=1)#[N:2].CCN(P1(N(C)CCCN1C)=NC(C)(C)C)CC.CO, predict the reaction product. (2) Given the reactants Cl[C:2]1[C:11]2[C:6](=[C:7]([O:14][CH:15]3[CH2:19][CH2:18][CH2:17][CH2:16]3)[C:8]([O:12][CH3:13])=[CH:9][CH:10]=2)[O:5][C:4](=[O:20])[CH:3]=1.[NH2:21][CH2:22][C:23]([OH:25])=[O:24].C(N(CC)CC)C, predict the reaction product. The product is: [CH:15]1([O:14][C:7]2[C:8]([O:12][CH3:13])=[CH:9][CH:10]=[C:11]3[C:6]=2[O:5][C:4](=[O:20])[CH:3]=[C:2]3[NH:21][CH2:22][C:23]([OH:25])=[O:24])[CH2:19][CH2:18][CH2:17][CH2:16]1. (3) Given the reactants [SH:1][CH2:2][C:3]([O:5]CC)=O.O.[OH-].[Na+].Cl[C:12]1[C:17]([NH2:18])=[CH:16][C:15]([Cl:19])=[CH:14][N:13]=1, predict the reaction product. The product is: [Cl:19][C:15]1[CH:14]=[N:13][C:12]2[S:1][CH2:2][C:3](=[O:5])[NH:18][C:17]=2[CH:16]=1. (4) Given the reactants O[C@H:2]([CH2:6][CH2:7][C:8]1[CH:13]=[CH:12][CH:11]=[CH:10][CH:9]=1)[C:3]([O-:5])=[O:4].[N+:14]([C:17]1[CH:25]=[CH:24][C:20]([C:21]([OH:23])=O)=[CH:19][CH:18]=1)([O-:16])=[O:15].[C:26]1(P(C2C=CC=CC=2)C2C=CC=CC=2)C=CC=C[CH:27]=1.N(C(OCC)=O)=NC(OCC)=O, predict the reaction product. The product is: [N+:14]([C:17]1[CH:18]=[CH:19][C:20]([C:21]([C@H:2]([CH2:6][CH2:7][C:8]2[CH:13]=[CH:12][CH:11]=[CH:10][CH:9]=2)[C:3]([O:5][CH2:26][CH3:27])=[O:4])=[O:23])=[CH:24][CH:25]=1)([O-:16])=[O:15]. (5) Given the reactants [CH3:1][C:2]([O:9][C:10]1[CH:15]=[CH:14][CH:13]=[CH:12][CH:11]=1)([CH3:8])[C:3]([O:5]CC)=[O:4].[OH-].[Na+], predict the reaction product. The product is: [CH3:8][C:2]([O:9][C:10]1[CH:15]=[CH:14][CH:13]=[CH:12][CH:11]=1)([CH3:1])[C:3]([OH:5])=[O:4]. (6) Given the reactants Cl[C:2]1[CH:7]=[N:6][CH:5]=[CH:4][N:3]=1.[CH:8]1([NH2:12])[CH2:11][CH2:10][CH2:9]1, predict the reaction product. The product is: [CH:8]1([NH:12][N:3]2[CH:4]=[CH:5][N:6]=[CH:7][CH2:2]2)[CH2:11][CH2:10][CH2:9]1.